Predict which catalyst facilitates the given reaction. From a dataset of Catalyst prediction with 721,799 reactions and 888 catalyst types from USPTO. (1) Reactant: [CH3:1][CH2:2][C:3]1[C:12]2[CH2:13][N:14]3[C:19](=[O:20])[C:18]4[CH2:21][O:22][C:23]([C@:25]([OH:28])([CH2:26][CH3:27])[C:17]=4[CH:16]=[C:15]3[C:11]=2[N:10]=[C:9]2[C:4]=1[CH:5]=[C:6]([O:29][C:30]([N:32]1[CH2:37][CH2:36][CH:35]([N:38]3[CH2:43][CH2:42][CH2:41][CH2:40][CH2:39]3)[CH2:34][CH2:33]1)=[O:31])[CH:7]=[CH:8]2)=[O:24].C([O-])(=[O:46])C.C[OH:49].[ClH:50]. Product: [CH3:1][CH2:2][C:3]1[C:12]2[CH2:13][N:14]3[C:19](=[O:20])[C:18]4[CH2:21][O:22][C:23]([C@:25]([OH:28])([CH2:26][CH3:27])[C:17]=4[CH:16]=[C:15]3[C:11]=2[N:10]=[C:9]2[C:4]=1[CH:5]=[C:6]([O:29][C:30]([N:32]1[CH2:33][CH2:34][CH:35]([N:38]3[CH2:43][CH2:42][CH2:41][CH2:40][CH2:39]3)[CH2:36][CH2:37]1)=[O:31])[CH:7]=[CH:8]2)=[O:24].[OH2:46].[OH2:49].[OH2:20].[ClH:50]. The catalyst class is: 13. (2) Reactant: Br[C:2]1[CH:11]=[C:10]2[C:5]([CH:6]=[C:7]([CH3:30])[C:8]([CH:19]([O:25][C:26]([CH3:29])([CH3:28])[CH3:27])[C:20]([O:22]CC)=[O:21])=[C:9]2[C:12]2[CH:17]=[CH:16][C:15]([Cl:18])=[CH:14][CH:13]=2)=[CH:4][CH:3]=1.[C:31]([C:33]1([OH:39])[CH2:38][CH2:37][CH2:36][CH2:35][CH2:34]1)#[CH:32]. Product: [C:26]([O:25][CH:19]([C:8]1[C:7]([CH3:30])=[CH:6][C:5]2[C:10](=[CH:11][C:2]([C:32]#[C:31][C:33]3([OH:39])[CH2:38][CH2:37][CH2:36][CH2:35][CH2:34]3)=[CH:3][CH:4]=2)[C:9]=1[C:12]1[CH:17]=[CH:16][C:15]([Cl:18])=[CH:14][CH:13]=1)[C:20]([OH:22])=[O:21])([CH3:28])([CH3:27])[CH3:29]. The catalyst class is: 144. (3) Reactant: [C:1]([O:5][C:6]([N:8]1[CH2:13][CH2:12][N:11]([CH:14]([C:21]#N)[CH:15]2[CH2:20][CH2:19][CH2:18][CH2:17][CH2:16]2)[CH2:10][CH2:9]1)=[O:7])([CH3:4])([CH3:3])[CH3:2].[CH2:23]([Mg]Br)[CH:24](C)[CH3:25]. The catalyst class is: 1. Product: [C:1]([O:5][C:6]([N:8]1[CH2:13][CH2:12][N:11]([CH:14]([CH:15]2[CH2:16][CH2:17][CH2:18][CH2:19][CH2:20]2)[CH2:21][CH:24]([CH3:25])[CH3:23])[CH2:10][CH2:9]1)=[O:7])([CH3:3])([CH3:2])[CH3:4]. (4) Reactant: [CH:1]1([N:6]2[CH2:11][CH2:10][N:9]([C:12]([C:14]3[CH:15]=[C:16]4[C:20](=[CH:21][CH:22]=3)[NH:19][C:18]([C:23]([OH:25])=O)=[CH:17]4)=[O:13])[CH2:8][CH2:7]2)[CH2:5][CH2:4][CH2:3][CH2:2]1.Cl.F[B-](F)(F)F.N1(OC(N(C)C)=[N+](C)C)[C:36]2[CH:37]=[CH:38][CH:39]=C[C:35]=2[N:34]=N1.CC1CCCN1.C(N(CC)C(C)C)(C)C. Product: [CH:1]1([N:6]2[CH2:7][CH2:8][N:9]([C:12]([C:14]3[CH:15]=[C:16]4[C:20](=[CH:21][CH:22]=3)[NH:19][C:18]([C:23]([N:34]3[CH2:35][CH2:36][CH2:37][CH:38]3[CH3:39])=[O:25])=[CH:17]4)=[O:13])[CH2:10][CH2:11]2)[CH2:5][CH2:4][CH2:3][CH2:2]1. The catalyst class is: 9. (5) Product: [C:1]([O:5][C:6]([N:8]1[CH2:13][CH2:12][CH2:11][C@@H:10]([O:14][CH3:17])[CH2:9]1)=[O:7])([CH3:4])([CH3:2])[CH3:3]. Reactant: [C:1]([O:5][C:6]([N:8]1[CH2:13][CH2:12][CH2:11][C@@H:10]([OH:14])[CH2:9]1)=[O:7])([CH3:4])([CH3:3])[CH3:2].[H-].[Na+].[CH3:17]I. The catalyst class is: 3. (6) Reactant: [CH2:1]([C:5]1[N:6]=[C:7]([CH3:27])[NH:8][C:9](=[O:26])[C:10]=1[CH2:11][C:12]1[CH:17]=[CH:16][C:15]([C:18]2[C:19]([C:24]#[N:25])=[CH:20][CH:21]=[CH:22][CH:23]=2)=[CH:14][CH:13]=1)[CH2:2][CH2:3][CH3:4].I[CH:29]([CH3:31])[CH3:30].[H-].[Na+].C(OCC)(=O)C. Product: [CH2:1]([C:5]1[N:6]=[C:7]([CH3:27])[N:8]([CH:29]([CH3:31])[CH3:30])[C:9](=[O:26])[C:10]=1[CH2:11][C:12]1[CH:17]=[CH:16][C:15]([C:18]2[C:19]([C:24]#[N:25])=[CH:20][CH:21]=[CH:22][CH:23]=2)=[CH:14][CH:13]=1)[CH2:2][CH2:3][CH3:4]. The catalyst class is: 35. (7) Reactant: C(N(CC)CC)C.[NH:8]1[CH2:16][CH2:15][CH2:14][C@H:9]1[C:10]([O:12][CH3:13])=[O:11].Cl. Product: [NH:8]1[CH2:16][CH2:15][CH2:14][C@H:9]1[C:10]([O:12][CH3:13])=[O:11]. The catalyst class is: 28. (8) Product: [CH2:10]([O:12][C:13](=[O:25])[CH2:14][CH2:15][C@H:16]1[CH2:20][O:19][C@@H:18]2[C@@H:21]([NH:24][C:8]([NH:7][CH:1]3[CH2:6][CH2:5][CH2:4][CH2:3][CH2:2]3)=[O:9])[CH2:22][O:23][C@H:17]12)[CH3:11]. Reactant: [CH:1]1([N:7]=[C:8]=[O:9])[CH2:6][CH2:5][CH2:4][CH2:3][CH2:2]1.[CH2:10]([O:12][C:13](=[O:25])[CH2:14][CH2:15][C@H:16]1[CH2:20][O:19][C@@H:18]2[C@@H:21]([NH2:24])[CH2:22][O:23][C@H:17]12)[CH3:11]. The catalyst class is: 4. (9) Reactant: [CH3:1][C:2]1[C:11]([CH3:12])=[C:10]2[C:5]([CH2:6][CH2:7][C@:8]([CH2:14][CH2:15][CH2:16][C@@H:17]([CH2:19][CH2:20][CH2:21][C@@H:22]([CH2:24][CH2:25][CH2:26][CH:27]([CH3:29])[CH3:28])[CH3:23])[CH3:18])([CH3:13])[O:9]2)=[C:4]([CH3:30])[C:3]=1[OH:31].[CH2:32]1[CH2:36][C:35]2([CH2:43][C:41](=[O:42])[O:40][C:38](=[O:39])[CH2:37]2)[CH2:34][CH2:33]1.[Cl-].[Al+3].[Cl-].[Cl-]. Product: [CH3:1][C:2]1[C:11]([CH3:12])=[C:10]2[C:5]([CH2:6][CH2:7][C@:8]([CH2:14][CH2:15][CH2:16][C@@H:17]([CH2:19][CH2:20][CH2:21][C@@H:22]([CH2:24][CH2:25][CH2:26][CH:27]([CH3:29])[CH3:28])[CH3:23])[CH3:18])([CH3:13])[O:9]2)=[C:4]([CH3:30])[C:3]=1[OH:31].[CH2:32]1[CH2:36][C:35]([CH2:43][C:41]([OH:40])=[O:42])([CH2:37][C:38]([OH:9])=[O:39])[CH2:34][CH2:33]1. The catalyst class is: 244. (10) Reactant: [Br:1][C:2]1[CH:3]=[CH:4][C:5]([F:10])=[C:6]([CH:9]=1)[CH:7]=[O:8].[BH4-].[Na+]. The catalyst class is: 240. Product: [Br:1][C:2]1[CH:3]=[CH:4][C:5]([F:10])=[C:6]([CH:9]=1)[CH2:7][OH:8].